This data is from Peptide-MHC class I binding affinity with 185,985 pairs from IEDB/IMGT. The task is: Regression. Given a peptide amino acid sequence and an MHC pseudo amino acid sequence, predict their binding affinity value. This is MHC class I binding data. (1) The peptide sequence is SRWAISHWL. The MHC is HLA-A26:01 with pseudo-sequence HLA-A26:01. The binding affinity (normalized) is 0.0847. (2) The peptide sequence is FDPTLAYTY. The MHC is Mamu-A01 with pseudo-sequence Mamu-A01. The binding affinity (normalized) is 0. (3) The peptide sequence is TGPLIENTT. The MHC is Mamu-A01 with pseudo-sequence Mamu-A01. The binding affinity (normalized) is 0. (4) The MHC is HLA-A31:01 with pseudo-sequence HLA-A31:01. The binding affinity (normalized) is 0.129. The peptide sequence is EVEHRTRVR. (5) The peptide sequence is SLSKRERQL. The MHC is HLA-A02:01 with pseudo-sequence HLA-A02:01. The binding affinity (normalized) is 0.200. (6) The peptide sequence is WAFCEVLTL. The MHC is HLA-B35:01 with pseudo-sequence HLA-B35:01. The binding affinity (normalized) is 0.413. (7) The peptide sequence is VPANSTVLSF. The MHC is HLA-B53:01 with pseudo-sequence HLA-B53:01. The binding affinity (normalized) is 0.579.